From a dataset of Full USPTO retrosynthesis dataset with 1.9M reactions from patents (1976-2016). Predict the reactants needed to synthesize the given product. (1) Given the product [CH:36]1([C:34]2[N:33]=[CH:32][N:31]=[C:30]([N:20]3[CH2:21][CH2:22][C:16]4[C:15]([N:23]5[CH2:24][CH2:25][O:26][CH2:27][CH2:28]5)=[N:14][C:13]([C:10]5[CH:9]=[CH:8][C:7]([NH:6][C:4]([NH:3][CH2:1][CH3:2])=[O:5])=[CH:12][CH:11]=5)=[N:18][C:17]=4[CH2:19]3)[CH:35]=2)[CH2:38][CH2:37]1, predict the reactants needed to synthesize it. The reactants are: [CH2:1]([NH:3][C:4]([NH:6][C:7]1[CH:12]=[CH:11][C:10]([C:13]2[N:14]=[C:15]([N:23]3[CH2:28][CH2:27][O:26][CH2:25][CH2:24]3)[C:16]3[CH2:22][CH2:21][NH:20][CH2:19][C:17]=3[N:18]=2)=[CH:9][CH:8]=1)=[O:5])[CH3:2].Cl[C:30]1[CH:35]=[C:34]([CH:36]2[CH2:38][CH2:37]2)[N:33]=[CH:32][N:31]=1.C(N(CC)C(C)C)(C)C.CN(C)C=O. (2) Given the product [Cl:27][C@@:25]1([F:26])[C@H:24]([O:28][Si:29]([CH:33]([CH3:34])[CH3:35])([CH:30]([CH3:31])[CH3:32])[CH:36]([CH3:38])[CH3:37])[C@@H:23]([CH2:39][O:40][Si:41]([CH:42]([CH3:44])[CH3:43])([CH:45]([CH3:47])[CH3:46])[CH:48]([CH3:50])[CH3:49])[O:22][C@H:21]1[N:1]1[CH:8]=[CH:7][C:5](=[O:6])[NH:4][C:2]1=[O:3], predict the reactants needed to synthesize it. The reactants are: [NH:1]1[CH:8]=[CH:7][C:5](=[O:6])[NH:4][C:2]1=[O:3].S([O-])([O-])(=O)=O.[NH4+].[NH4+].CS(O[C@H:21]1[C@:25]([Cl:27])([F:26])[C@H:24]([O:28][Si:29]([CH:36]([CH3:38])[CH3:37])([CH:33]([CH3:35])[CH3:34])[CH:30]([CH3:32])[CH3:31])[C@@H:23]([CH2:39][O:40][Si:41]([CH:48]([CH3:50])[CH3:49])([CH:45]([CH3:47])[CH3:46])[CH:42]([CH3:44])[CH3:43])[O:22]1)(=O)=O.O([Si](C)(C)C)S(C(F)(F)F)(=O)=O.C(=O)([O-])O.[Na+]. (3) Given the product [N:33]1[CH:34]=[CH:35][CH:36]=[CH:37][C:32]=1[C:9]1[C:8]([C:6]2[CH:5]=[CH:4][N:3]=[C:2]([C:42]3[CH:43]=[CH:44][C:39]([NH2:38])=[CH:40][CH:41]=3)[CH:7]=2)=[CH:12][N:11]([C:13]([C:26]2[CH:31]=[CH:30][CH:29]=[CH:28][CH:27]=2)([C:20]2[CH:25]=[CH:24][CH:23]=[CH:22][CH:21]=2)[C:14]2[CH:19]=[CH:18][CH:17]=[CH:16][CH:15]=2)[N:10]=1, predict the reactants needed to synthesize it. The reactants are: Br[C:2]1[CH:7]=[C:6]([C:8]2[C:9]([C:32]3[CH:37]=[CH:36][CH:35]=[CH:34][N:33]=3)=[N:10][N:11]([C:13]([C:26]3[CH:31]=[CH:30][CH:29]=[CH:28][CH:27]=3)([C:20]3[CH:25]=[CH:24][CH:23]=[CH:22][CH:21]=3)[C:14]3[CH:19]=[CH:18][CH:17]=[CH:16][CH:15]=3)[CH:12]=2)[CH:5]=[CH:4][N:3]=1.[NH2:38][C:39]1[CH:44]=[CH:43][C:42](B(O)O)=[CH:41][CH:40]=1. (4) Given the product [Cl:1][C:2]1[CH:3]=[C:4]([CH:8]=[CH:9][C:10]=1[C:11]([N:13]1[CH2:17][CH:16]=[CH:15][CH2:14]1)=[O:12])[C:5]([NH:59][C@H:57]([C:55]1[NH:54][C:53]2[CH:60]=[CH:61][C:50]([Cl:49])=[CH:51][C:52]=2[N:56]=1)[CH3:58])=[O:7], predict the reactants needed to synthesize it. The reactants are: [Cl:1][C:2]1[CH:3]=[C:4]([CH:8]=[CH:9][C:10]=1[C:11]([N:13]1[CH2:17][CH:16]=[CH:15][CH2:14]1)=[O:12])[C:5]([OH:7])=O.CN(C(ON1N=NC2C=CC=CC1=2)=[N+](C)C)C.[B-](F)(F)(F)F.C(N(C(C)C)CC)(C)C.[Cl:49][C:50]1[CH:61]=[CH:60][C:53]2[NH:54][C:55]([C@@H:57]([NH2:59])[CH3:58])=[N:56][C:52]=2[CH:51]=1.ClCl. (5) Given the product [Br:1][C:2]1[N:3]=[C:4]([CH:26]([NH:38][C:39]2[CH:40]=[C:41]3[C:46](=[CH:47][CH:48]=2)[C:45]([N:49]([C:57]([O:59][C:60]([CH3:63])([CH3:62])[CH3:61])=[O:58])[C:50]([O:52][C:53]([CH3:56])([CH3:55])[CH3:54])=[O:51])=[N:44][CH:43]=[CH:42]3)[C:27]2[CH:32]=[C:31]([CH2:33][CH3:34])[CH:30]=[C:29]([Cl:99])[C:28]=2[F:37])[N:5]([C:7]([C:20]2[CH:25]=[CH:24][CH:23]=[CH:22][CH:21]=2)([C:14]2[CH:19]=[CH:18][CH:17]=[CH:16][CH:15]=2)[C:8]2[CH:13]=[CH:12][CH:11]=[CH:10][CH:9]=2)[CH:6]=1, predict the reactants needed to synthesize it. The reactants are: [Br:1][C:2]1[N:3]=[C:4]([CH:26]([NH:38][C:39]2[CH:40]=[C:41]3[C:46](=[CH:47][CH:48]=2)[C:45]([N:49]([C:57]([O:59][C:60]([CH3:63])([CH3:62])[CH3:61])=[O:58])[C:50]([O:52][C:53]([CH3:56])([CH3:55])[CH3:54])=[O:51])=[N:44][CH:43]=[CH:42]3)[C:27]2[CH:32]=[C:31]([CH2:33][CH3:34])[CH:30]=[C:29](OC)[C:28]=2[F:37])[N:5]([C:7]([C:20]2[CH:25]=[CH:24][CH:23]=[CH:22][CH:21]=2)([C:14]2[CH:19]=[CH:18][CH:17]=[CH:16][CH:15]=2)[C:8]2[CH:13]=[CH:12][CH:11]=[CH:10][CH:9]=2)[CH:6]=1.BrC1N=C(C(C2C=C(CC)C=C([Cl:99])C=2F)O)N(C(C2C=CC=CC=2)(C2C=CC=CC=2)C2C=CC=CC=2)C=1.BrC1N=C(C(Cl)C2C=C(CC)C=C(OC)C=2F)N(C(C2C=CC=CC=2)(C2C=CC=CC=2)C2C=CC=CC=2)C=1.NC1C=C2C(=CC=1)C(N(C(OC(C)(C)C)=O)C(OC(C)(C)C)=O)=NC=C2. (6) The reactants are: [O:1]=[C:2]1[NH:8][C:7]2[CH:9]=[C:10]3[O:15][CH2:14][O:13][C:11]3=[CH:12][C:6]=2[C:5]([C:16]2[CH:21]=[CH:20][CH:19]=[CH:18][CH:17]=2)=[N:4][CH:3]1[NH:22]C(=O)OCC1C=CC=CC=1.I[C:34]1[CH:39]=[CH:38][CH:37]=[CH:36][N:35]=1. Given the product [NH2:22][C@@H:3]1[C:2](=[O:1])[N:8]([C:34]2[CH:39]=[CH:38][CH:37]=[CH:36][N:35]=2)[C:7]2[CH:9]=[C:10]3[O:15][CH2:14][O:13][C:11]3=[CH:12][C:6]=2[C:5]([C:16]2[CH:21]=[CH:20][CH:19]=[CH:18][CH:17]=2)=[N:4]1, predict the reactants needed to synthesize it. (7) Given the product [Si:10]([O:9][CH2:8][C:4]1[N:3]=[C:2]([O:17][CH2:18][C@@H:19]2[CH2:24][CH2:23][CH2:22][CH2:21][N:20]2[C:25]([O:27][C:28]([CH3:31])([CH3:30])[CH3:29])=[O:26])[CH:7]=[CH:6][CH:5]=1)([C:13]([CH3:16])([CH3:15])[CH3:14])([CH3:12])[CH3:11], predict the reactants needed to synthesize it. The reactants are: Br[C:2]1[CH:7]=[CH:6][CH:5]=[C:4]([CH2:8][O:9][Si:10]([C:13]([CH3:16])([CH3:15])[CH3:14])([CH3:12])[CH3:11])[N:3]=1.[OH:17][CH2:18][C@@H:19]1[CH2:24][CH2:23][CH2:22][CH2:21][N:20]1[C:25]([O:27][C:28]([CH3:31])([CH3:30])[CH3:29])=[O:26].C(P(C(C)(C)C)C1C=CC=CC=1C1C=CC=CC=1)(C)(C)C. (8) Given the product [CH:1]1([CH:4]([N:6]([CH2:33][CH2:32][CH2:31][C:25]2[C:24]3[C:28](=[CH:29][CH:30]=[C:22]([F:21])[CH:23]=3)[NH:27][CH:26]=2)[CH:7]2[CH2:16][C:15]3[C:14]([C:17]([NH2:19])=[O:18])=[CH:13][CH:12]=[C:11]([F:20])[C:10]=3[O:9][CH2:8]2)[CH3:5])[CH2:3][CH2:2]1, predict the reactants needed to synthesize it. The reactants are: [CH:1]1([CH:4]([NH:6][CH:7]2[CH2:16][C:15]3[C:14]([C:17]([NH2:19])=[O:18])=[CH:13][CH:12]=[C:11]([F:20])[C:10]=3[O:9][CH2:8]2)[CH3:5])[CH2:3][CH2:2]1.[F:21][C:22]1[CH:23]=[C:24]2[C:28](=[CH:29][CH:30]=1)[NH:27][CH:26]=[C:25]2[CH2:31][CH2:32][CH:33]=O.C(O)(=O)C.C([BH3-])#N.[Na+]. (9) Given the product [CH3:28][C:26]1[CH:27]=[C:22]([CH3:21])[N:23]=[C:24]([O:1][C@@H:2]([C:6]([O:19][CH3:20])([C:7]2[CH:12]=[CH:11][CH:10]=[CH:9][CH:8]=2)[C:13]2[CH:18]=[CH:17][CH:16]=[CH:15][CH:14]=2)[C:3]([OH:5])=[O:4])[N:25]=1, predict the reactants needed to synthesize it. The reactants are: [OH:1][CH:2]([C:6]([O:19][CH3:20])([C:13]1[CH:18]=[CH:17][CH:16]=[CH:15][CH:14]=1)[C:7]1[CH:12]=[CH:11][CH:10]=[CH:9][CH:8]=1)[C:3]([OH:5])=[O:4].[CH3:21][C:22]1[CH:27]=[C:26]([CH3:28])[N:25]=[C:24](S(C)(=O)=O)[N:23]=1. (10) Given the product [Cl:12][C:8]1[CH:9]=[C:4]([C:3]2[CH:2]=[CH:11][C:10]([O:54][CH3:51])=[CH:44][CH:43]=2)[CH:5]=[CH:6][C:7]=1[O:13][CH2:14][CH2:15][N:16]1[C:20]([O:21][CH2:22][CH3:23])=[CH:19][C:18]([C:24]2[CH:25]=[CH:26][CH:27]=[CH:28][CH:29]=2)=[N:17]1, predict the reactants needed to synthesize it. The reactants are: Br[C:2]1[CH:3]=[C:4]2[C:9](=[CH:10][CH:11]=1)[C:8]([Cl:12])=[C:7]([O:13][CH2:14][CH2:15][N:16]1[C:20]([O:21][CH2:22][CH3:23])=[CH:19][C:18]([C:24]3[CH:29]=[CH:28][CH:27]=[CH:26][CH:25]=3)=[N:17]1)[CH:6]=[CH:5]2.F[B-](F)(F)F.F[B-](F)(F)F.ClC[N+]12CC[N+](F)(CC1)[CH2:44][CH2:43]2.[C:51]([O-:54])(O)=O.[Na+].